Dataset: Peptide-MHC class II binding affinity with 134,281 pairs from IEDB. Task: Regression. Given a peptide amino acid sequence and an MHC pseudo amino acid sequence, predict their binding affinity value. This is MHC class II binding data. (1) The MHC is HLA-DQA10501-DQB10301 with pseudo-sequence HLA-DQA10501-DQB10301. The binding affinity (normalized) is 0.621. The peptide sequence is DVKFPGGGQIVGFVY. (2) The peptide sequence is EAQLNINQEWNKALGLPKYT. The MHC is DRB1_1101 with pseudo-sequence DRB1_1101. The binding affinity (normalized) is 0.574.